This data is from NCI-60 drug combinations with 297,098 pairs across 59 cell lines. The task is: Regression. Given two drug SMILES strings and cell line genomic features, predict the synergy score measuring deviation from expected non-interaction effect. Drug 1: CC1CCC2CC(C(=CC=CC=CC(CC(C(=O)C(C(C(=CC(C(=O)CC(OC(=O)C3CCCCN3C(=O)C(=O)C1(O2)O)C(C)CC4CCC(C(C4)OC)O)C)C)O)OC)C)C)C)OC. Drug 2: CC(C)CN1C=NC2=C1C3=CC=CC=C3N=C2N. Cell line: EKVX. Synergy scores: CSS=2.29, Synergy_ZIP=-4.63, Synergy_Bliss=-3.87, Synergy_Loewe=-6.48, Synergy_HSA=-3.30.